From a dataset of Forward reaction prediction with 1.9M reactions from USPTO patents (1976-2016). Predict the product of the given reaction. (1) Given the reactants [OH:1][CH2:2][CH2:3][N:4]1[CH2:8][CH2:7][CH2:6][C:5]1=[O:9].C1C=CC(P(C2C=CC=CC=2)C2C=CC=CC=2)=CC=1.O[N:30]1[C:34](=[O:35])[C:33]2=[CH:36][CH:37]=[CH:38][CH:39]=[C:32]2[C:31]1=[O:40].N(C(OC(C)C)=O)=NC(OC(C)C)=O, predict the reaction product. The product is: [O:9]=[C:5]1[CH2:6][CH2:7][CH2:8][N:4]1[CH2:3][CH2:2][O:1][N:30]1[C:34](=[O:35])[C:33]2[C:32](=[CH:39][CH:38]=[CH:37][CH:36]=2)[C:31]1=[O:40]. (2) The product is: [CH2:12]([O:11][P:10]([CH2:9][CH2:8][N:5]1[CH2:6][CH2:7][CH:2]([NH:25][CH2:24][CH2:23][N:18]2[CH2:22][CH2:21][CH2:20][CH2:19]2)[CH2:3][CH2:4]1)(=[O:17])[O:14][CH2:15][CH3:16])[CH3:13]. Given the reactants O=[C:2]1[CH2:7][CH2:6][N:5]([CH2:8][CH2:9][P:10](=[O:17])([O:14][CH2:15][CH3:16])[O:11][CH2:12][CH3:13])[CH2:4][CH2:3]1.[N:18]1([CH2:23][CH2:24][NH2:25])[CH2:22][CH2:21][CH2:20][CH2:19]1, predict the reaction product. (3) Given the reactants [Cl:1][C:2]1[CH:3]=[N:4][NH:5][C:6]=1[C:7]1[CH:8]=[C:9]([CH:13]=[CH:14][C:15]=1[CH3:16])[C:10]([OH:12])=O.CC1NC(C2C=C(C=CC=2C)C(O)=O)=C(C)N=1.Cl.[F:35][C:36]1([C:42]2[CH:49]=[CH:48][C:45]([C:46]#[N:47])=[CH:44][CH:43]=2)[CH2:41][CH2:40][NH:39][CH2:38][CH2:37]1.Cl.N1CC(C2C=CC(C#N)=CC=2)C1, predict the reaction product. The product is: [Cl:1][C:2]1[CH:3]=[N:4][NH:5][C:6]=1[C:7]1[CH:8]=[C:9]([CH:13]=[CH:14][C:15]=1[CH3:16])[C:10]([N:39]1[CH2:40][CH2:41][C:36]([C:42]2[CH:49]=[CH:48][C:45]([C:46]#[N:47])=[CH:44][CH:43]=2)([F:35])[CH2:37][CH2:38]1)=[O:12]. (4) The product is: [O:1]=[C:2]1[C:6]2[CH:7]=[CH:8][C:9](/[CH:11]=[CH:12]/[N:24]3[CH2:23][CH2:22][N:21]([C:14]([O:16][C:17]([CH3:20])([CH3:19])[CH3:18])=[O:15])[CH2:26][CH2:25]3)=[CH:10][C:5]=2[CH2:4][O:3]1. Given the reactants [O:1]=[C:2]1[C:6]2[CH:7]=[CH:8][C:9]([CH2:11][CH:12]=O)=[CH:10][C:5]=2[CH2:4][O:3]1.[C:14]([N:21]1[CH2:26][CH2:25][NH:24][CH2:23][CH2:22]1)([O:16][C:17]([CH3:20])([CH3:19])[CH3:18])=[O:15].[O-]S([O-])(=O)=O.[Mg+2], predict the reaction product.